Dataset: NCI-60 drug combinations with 297,098 pairs across 59 cell lines. Task: Regression. Given two drug SMILES strings and cell line genomic features, predict the synergy score measuring deviation from expected non-interaction effect. Synergy scores: CSS=65.7, Synergy_ZIP=4.54, Synergy_Bliss=2.65, Synergy_Loewe=-20.4, Synergy_HSA=0.0867. Drug 2: CC1CCCC2(C(O2)CC(NC(=O)CC(C(C(=O)C(C1O)C)(C)C)O)C(=CC3=CSC(=N3)C)C)C. Cell line: HT29. Drug 1: CC(C)(C#N)C1=CC(=CC(=C1)CN2C=NC=N2)C(C)(C)C#N.